Dataset: CYP1A2 inhibition data for predicting drug metabolism from PubChem BioAssay. Task: Regression/Classification. Given a drug SMILES string, predict its absorption, distribution, metabolism, or excretion properties. Task type varies by dataset: regression for continuous measurements (e.g., permeability, clearance, half-life) or binary classification for categorical outcomes (e.g., BBB penetration, CYP inhibition). Dataset: cyp1a2_veith. (1) The molecule is Cn1cccc1/C=N/NC(=O)c1sc2ccccc2c1Cl. The result is 1 (inhibitor). (2) The drug is CN(C)c1ccc(-c2cncnc2Nc2ccccc2)cc1. The result is 1 (inhibitor). (3) The drug is Cn1c(CN2CCOCC2)nnc1SCC(N)=O. The result is 0 (non-inhibitor). (4) The drug is CNC(=O)c1nnn(Cc2ccccc2)c1NC(=O)C(F)(F)F. The result is 0 (non-inhibitor). (5) The drug is COc1ncc2nc(-c3ccc(Cl)cc3)c(=O)n(CCC#N)c2n1. The result is 1 (inhibitor). (6) The compound is O=C(c1cc(-c2ccncc2)nc2ccccc12)N1CCN(c2ccc(N3CCOCC3)nn2)CC1. The result is 0 (non-inhibitor). (7) The molecule is CCN1CCCC1CNC(=O)C1c2cc(OC)c(OC)cc2C(=O)N(C)C1c1cccnc1. The result is 0 (non-inhibitor). (8) The compound is C=C(C)COc1ccc2c(c1)CC[C@H]1[C@H]2CC[C@]2(C)C(=O)/C(=N/O)C[C@H]12. The result is 0 (non-inhibitor). (9) The compound is Cc1ccc(C)c(NC(=O)C2(C)CC3c4ccccc4C2c2ccccc23)c1. The result is 0 (non-inhibitor). (10) The molecule is CCOc1ccc(N=C2NC(=O)S/C2=C\c2ccc(O)cc2)cc1. The result is 1 (inhibitor).